From a dataset of Reaction yield outcomes from USPTO patents with 853,638 reactions. Predict the reaction yield, written as a fraction of the theoretical maximum amount of product (1.0 means a 100% yield; for example, 0.34 means a 34% yield). (1) The reactants are [C:1]([C:3]1[N:4](C(OC(C)(C)C)=O)[C:5]([C:8]2[CH:9]=[CH:10][C:11]3[NH:16][C:15](=[S:17])[O:14][C:13]([CH3:19])([CH3:18])[C:12]=3[CH:20]=2)=[CH:6][CH:7]=1)#[N:2].CC[O-].[Na+]. The catalyst is C1COCC1.CCO. The product is [CH3:18][C:13]1([CH3:19])[C:12]2[CH:20]=[C:8]([C:5]3[NH:4][C:3]([C:1]#[N:2])=[CH:7][CH:6]=3)[CH:9]=[CH:10][C:11]=2[NH:16][C:15](=[S:17])[O:14]1. The yield is 0.730. (2) The reactants are Cl[CH2:2][C:3]1[N:4]([CH3:14])[C:5]2[C:10]([C:11](=[O:13])[N:12]=1)=[CH:9][CH:8]=[CH:7][CH:6]=2.[OH:15][C:16]1[CH:23]=[CH:22][C:19]([CH:20]=[O:21])=[CH:18][CH:17]=1.C([O-])([O-])=O.[K+].[K+]. No catalyst specified. The product is [CH3:14][N:4]1[C:5]2[C:10](=[CH:9][CH:8]=[CH:7][CH:6]=2)[C:11](=[O:13])[N:12]=[C:3]1[CH2:2][O:15][C:16]1[CH:23]=[CH:22][C:19]([CH:20]=[O:21])=[CH:18][CH:17]=1. The yield is 0.650. (3) The catalyst is O1CCCC1.[Cu]. The product is [F:1][C:2]([F:16])([F:17])[O:3][C:4]1[CH:5]=[CH:6][C:7]([CH:8]([CH:9]([C:12]#[N:13])[C:10]#[N:11])[CH:18]([CH3:20])[CH3:19])=[CH:14][CH:15]=1. The reactants are [F:1][C:2]([F:17])([F:16])[O:3][C:4]1[CH:15]=[CH:14][C:7]([CH:8]=[C:9]([C:12]#[N:13])[C:10]#[N:11])=[CH:6][CH:5]=1.[CH:18]([Mg]Br)([CH3:20])[CH3:19]. The yield is 0.550. (4) The reactants are [Br:1][C:2]1[C:3]([C:12]2[S:13][C:14]3[CH:15]=[N:16][CH:17]=[CH:18][C:19]=3[N:20]=2)=[N:4][C:5](S(C)(=O)=O)=[N:6][CH:7]=1.[NH2:21][CH2:22][CH2:23][N:24]1[C:28]([CH3:30])([CH3:29])[C:27](=[O:31])[NH:26][C:25]1=[O:32].C(N(CC)C(C)C)(C)C. The catalyst is C(O)(C)C. The product is [Br:1][C:2]1[C:3]([C:12]2[S:13][C:14]3[CH:15]=[N:16][CH:17]=[CH:18][C:19]=3[N:20]=2)=[N:4][C:5]([NH:21][CH2:22][CH2:23][N:24]2[C:28]([CH3:29])([CH3:30])[C:27](=[O:31])[NH:26][C:25]2=[O:32])=[N:6][CH:7]=1. The yield is 0.0500. (5) The product is [CH3:1][O:2][C:3]([C:5]1[C:10]([C:11]([O:13][CH3:14])=[O:12])=[CH:9][CH:8]=[C:7]([O:25][C:22]2[CH:23]=[CH:24][C:17]([Br:16])=[C:18]([CH:19]=[O:20])[CH:21]=2)[N:6]=1)=[O:4]. The reactants are [CH3:1][O:2][C:3]([C:5]1[C:10]([C:11]([O:13][CH3:14])=[O:12])=[CH:9][CH:8]=[C:7](Cl)[N:6]=1)=[O:4].[Br:16][C:17]1[CH:24]=[CH:23][C:22]([OH:25])=[CH:21][C:18]=1[CH:19]=[O:20].C(=O)([O-])[O-].[Cs+].[Cs+]. The yield is 0.150. The catalyst is CN(C=O)C. (6) The reactants are Br[C:2]1[C:7]([O:8][CH3:9])=[CH:6][CH:5]=[C:4]([CH3:10])[N:3]=1.[F:11][C:12]([F:23])([F:22])[C:13]1[CH:14]=[C:15](B(O)O)[CH:16]=[CH:17][CH:18]=1.C1C=CC(P(C2C=CC=CC=2)C2C=CC=CC=2)=CC=1.C([O-])([O-])=O.[K+].[K+]. The catalyst is CC([O-])=O.CC([O-])=O.[Pd+2].C(O)C.O.COCCOC. The product is [CH3:9][O:8][C:7]1[C:2]([C:17]2[CH:16]=[CH:15][CH:14]=[C:13]([C:12]([F:23])([F:22])[F:11])[CH:18]=2)=[N:3][C:4]([CH3:10])=[CH:5][CH:6]=1. The yield is 0.860.